Dataset: Full USPTO retrosynthesis dataset with 1.9M reactions from patents (1976-2016). Task: Predict the reactants needed to synthesize the given product. (1) Given the product [N:31]1([C:26]([N:17]2[CH2:16][CH2:15][C:12]3([C:11](=[O:20])[N:10]([C:7]4[CH:8]=[CH:9][C:4]([O:3][C:2]([F:1])([F:21])[F:22])=[CH:5][CH:6]=4)[CH2:14][CH2:13]3)[CH2:19][CH2:18]2)=[O:25])[C:40]2[C:35](=[CH:36][CH:37]=[CH:38][CH:39]=2)[CH2:34][CH2:33][CH2:32]1, predict the reactants needed to synthesize it. The reactants are: [F:1][C:2]([F:22])([F:21])[O:3][C:4]1[CH:9]=[CH:8][C:7]([N:10]2[CH2:14][CH2:13][C:12]3([CH2:19][CH2:18][NH:17][CH2:16][CH2:15]3)[C:11]2=[O:20])=[CH:6][CH:5]=1.O=C(Cl)[O:25][C:26](Cl)(Cl)Cl.[NH:31]1[C:40]2[C:35](=[CH:36][CH:37]=[CH:38][CH:39]=2)[CH2:34][CH2:33][CH2:32]1. (2) Given the product [Cl:1][C:2]1[CH:3]=[C:4]([C:8](=[O:10])[CH:9]=[CH:16][C:15]2[CH:18]=[CH:19][C:12]([Cl:11])=[CH:13][CH:14]=2)[CH:5]=[CH:6][CH:7]=1, predict the reactants needed to synthesize it. The reactants are: [Cl:1][C:2]1[CH:3]=[C:4]([C:8](=[O:10])[CH3:9])[CH:5]=[CH:6][CH:7]=1.[Cl:11][C:12]1[CH:19]=[CH:18][C:15]([CH:16]=O)=[CH:14][CH:13]=1.[OH-].[K+]. (3) The reactants are: [C:1]([CH2:3][CH2:4][NH:5][C:6](=O)[CH:7]([CH2:19][C:20]1[N:21]=[CH:22][N:23]2[C:32]3[C:27](=[CH:28][CH:29]=[CH:30][CH:31]=3)[CH2:26][CH2:25][C:24]=12)[CH2:8][CH2:9][CH2:10][NH:11][C:12](=[O:18])[O:13][C:14]([CH3:17])([CH3:16])[CH3:15])#[N:2].C[Si]([N:38]=[N+:39]=[N-:40])(C)C.C1(P(C2C=CC=CC=2)C2C=CC=CC=2)C=CC=CC=1. Given the product [C:1]([CH2:3][CH2:4][N:5]1[C:6]([CH:7]([CH2:19][C:20]2[N:21]=[CH:22][N:23]3[C:32]4[C:27](=[CH:28][CH:29]=[CH:30][CH:31]=4)[CH2:26][CH2:25][C:24]=23)[CH2:8][CH2:9][CH2:10][NH:11][C:12](=[O:18])[O:13][C:14]([CH3:17])([CH3:16])[CH3:15])=[N:40][N:39]=[N:38]1)#[N:2], predict the reactants needed to synthesize it. (4) Given the product [F:32][C:29]([F:30])([F:31])[O:28][C:25]1[CH:26]=[CH:27][C:22]([N:21]2[CH:3]=[N:5][C:19]([C:18]3[CH:17]=[CH:16][C:15]([N+:12]([O-:14])=[O:13])=[CH:34][CH:33]=3)=[N:20]2)=[CH:23][CH:24]=1, predict the reactants needed to synthesize it. The reactants are: C1C(=O)[N:5](Br)[C:3](=O)C1.CSC.[N+:12]([C:15]1[CH:34]=[CH:33][C:18]([CH:19]=[N:20][NH:21][C:22]2[CH:27]=[CH:26][C:25]([O:28][C:29]([F:32])([F:31])[F:30])=[CH:24][CH:23]=2)=[CH:17][CH:16]=1)([O-:14])=[O:13].[Br-].N1C=NN=N1.C(N(CC)CC)C. (5) Given the product [N:1]1[C:2]2[CH:7]=[N:6][CH:5]=[N:4][C:3]=2[N:8]([CH2:9][C@@H:10]2[CH2:14][CH2:13][CH2:12][N:11]2[C:15]([O:17][C:18]([CH3:21])([CH3:20])[CH3:19])=[O:16])[N:22]=1, predict the reactants needed to synthesize it. The reactants are: [NH2:1][C:2]1[C:3]([NH:8][CH2:9][C@@H:10]2[CH2:14][CH2:13][CH2:12][N:11]2[C:15]([O:17][C:18]([CH3:21])([CH3:20])[CH3:19])=[O:16])=[N:4][CH:5]=[N:6][CH:7]=1.[N:22]([O-])=O.[Na+].